This data is from Forward reaction prediction with 1.9M reactions from USPTO patents (1976-2016). The task is: Predict the product of the given reaction. (1) Given the reactants [CH3:1][C:2]1[CH:7]=[CH:6][C:5]([C:8]2([C:14]([OH:16])=O)[CH2:10][CH:9]2[C:11](O)=[O:12])=[CH:4][CH:3]=1.[NH2:17]C(N)=O, predict the reaction product. The product is: [CH3:1][C:2]1[CH:7]=[CH:6][C:5]([C:8]23[CH2:10][CH:9]2[C:11](=[O:12])[NH:17][C:14]3=[O:16])=[CH:4][CH:3]=1. (2) The product is: [Si:1]([O:8][CH2:9][C:10]([NH:13][C:14]([C:16]1[C:20]2=[N:21][C:22]([C:25]3[C:33]4[C:28](=[CH:29][C:30]([CH3:34])=[CH:31][CH:32]=4)[N:27]([CH2:56][CH2:57][N:58]4[CH2:63][CH2:62][O:61][CH2:60][CH2:59]4)[N:26]=3)=[CH:23][N:24]=[C:19]2[N:18]([C:35]([C:36]2[CH:37]=[CH:38][CH:39]=[CH:40][CH:41]=2)([C:42]2[CH:43]=[CH:44][CH:45]=[CH:46][CH:47]=2)[C:48]2[CH:49]=[CH:50][CH:51]=[CH:52][CH:53]=2)[CH:17]=1)=[O:15])([CH3:11])[CH3:12])([C:4]([CH3:6])([CH3:7])[CH3:5])([CH3:2])[CH3:3]. Given the reactants [Si:1]([O:8][CH2:9][C:10]([NH:13][C:14]([C:16]1[C:20]2=[N:21][C:22]([C:25]3[C:33]4[C:28](=[CH:29][C:30]([CH3:34])=[CH:31][CH:32]=4)[NH:27][N:26]=3)=[CH:23][N:24]=[C:19]2[N:18]([C:35]([C:48]2[CH:53]=[CH:52][CH:51]=[CH:50][CH:49]=2)([C:42]2[CH:47]=[CH:46][CH:45]=[CH:44][CH:43]=2)[C:36]2[CH:41]=[CH:40][CH:39]=[CH:38][CH:37]=2)[CH:17]=1)=[O:15])([CH3:12])[CH3:11])([C:4]([CH3:7])([CH3:6])[CH3:5])([CH3:3])[CH3:2].Cl.Cl[CH2:56][CH2:57][N:58]1[CH2:63][CH2:62][O:61][CH2:60][CH2:59]1.C([O-])([O-])=O.[K+].[K+], predict the reaction product. (3) Given the reactants [F:1][C:2]1[CH:3]=[C:4]([CH2:9][C:10]([OH:12])=O)[CH:5]=[CH:6][C:7]=1[F:8].C(Cl)(=O)C([Cl:16])=O, predict the reaction product. The product is: [F:1][C:2]1[CH:3]=[C:4]([CH2:9][C:10]([Cl:16])=[O:12])[CH:5]=[CH:6][C:7]=1[F:8]. (4) Given the reactants [CH3:1][CH:2]1[CH2:3][N:4](C(OC(C)(C)C)=O)[CH2:5][CH2:6]/[C:7]/1=[N:8]\[O:9][CH3:10].Cl.O1CCOCC1, predict the reaction product. The product is: [CH3:10][O:9]/[N:8]=[C:7]1/[CH:2]([CH3:1])[CH2:3][NH:4][CH2:5][CH2:6]/1. (5) Given the reactants NCCC[OH:5].C1C(=O)N(OC(CC[S:18][S:19][C:20]2[N:25]=[CH:24][CH:23]=[CH:22][CH:21]=2)=O)C(=O)C1.OP(O)(O)=O, predict the reaction product. The product is: [N:25]1[CH:24]=[CH:23][CH:22]=[CH:21][C:20]=1[S:19][S:18][OH:5].